Dataset: NCI-60 drug combinations with 297,098 pairs across 59 cell lines. Task: Regression. Given two drug SMILES strings and cell line genomic features, predict the synergy score measuring deviation from expected non-interaction effect. Drug 1: CN(C)N=NC1=C(NC=N1)C(=O)N. Drug 2: CC1C(C(CC(O1)OC2CC(CC3=C2C(=C4C(=C3O)C(=O)C5=CC=CC=C5C4=O)O)(C(=O)C)O)N)O. Cell line: SN12C. Synergy scores: CSS=36.7, Synergy_ZIP=-3.24, Synergy_Bliss=-5.70, Synergy_Loewe=-4.01, Synergy_HSA=-2.99.